This data is from Catalyst prediction with 721,799 reactions and 888 catalyst types from USPTO. The task is: Predict which catalyst facilitates the given reaction. (1) Reactant: [CH3:1][O:2][C:3]1[CH:8]=[CH:7][N:6]=[C:5]([NH2:9])[CH:4]=1.[Br:10]Br. Product: [Br:10][C:8]1[C:3]([O:2][CH3:1])=[CH:4][C:5]([NH2:9])=[N:6][CH:7]=1. The catalyst class is: 15. (2) Reactant: [C:1]([O:5][C:6]([N:8]1[CH2:12][C@H:11]([CH:13]=O)[C@@H:10]([CH2:15][C:16]2[CH:21]=[CH:20][CH:19]=[CH:18][CH:17]=2)[CH2:9]1)=[O:7])([CH3:4])([CH3:3])[CH3:2].[Cl:22][C:23]1[CH:28]=[CH:27][C:26]([NH:29][CH:30]2[CH2:35][CH2:34][CH2:33][CH2:32][CH2:31]2)=[CH:25][CH:24]=1.C(O[BH-](OC(=O)C)OC(=O)C)(=O)C.[Na+].CC(O)=O. Product: [C:1]([O:5][C:6]([N:8]1[CH2:12][C@H:11]([CH2:13][N:29]([C:26]2[CH:27]=[CH:28][C:23]([Cl:22])=[CH:24][CH:25]=2)[CH:30]2[CH2:31][CH2:32][CH2:33][CH2:34][CH2:35]2)[C@@H:10]([CH2:15][C:16]2[CH:21]=[CH:20][CH:19]=[CH:18][CH:17]=2)[CH2:9]1)=[O:7])([CH3:4])([CH3:3])[CH3:2]. The catalyst class is: 26.